Dataset: Catalyst prediction with 721,799 reactions and 888 catalyst types from USPTO. Task: Predict which catalyst facilitates the given reaction. (1) Reactant: Cl/[C:2](/[CH2:15][Cl:16])=[CH:3]/[C:4]([C:6]1[CH:11]=[CH:10][CH:9]=[C:8]([N+:12]([O-:14])=[O:13])[CH:7]=1)=O.Cl/C(/CCl)=C\C(C1C=CC=C([N+]([O-])=O)C=1)=O.[NH2:33]/[C:34](/[CH3:41])=[CH:35]/[C:36]([O:38][CH2:39][CH3:40])=[O:37].C(N(CC)CC)C. Product: [Cl:16][CH2:15][C:2]1[C:35]([C:36]([O:38][CH2:39][CH3:40])=[O:37])=[C:34]([CH3:41])[N:33]=[C:4]([C:6]2[CH:11]=[CH:10][CH:9]=[C:8]([N+:12]([O-:14])=[O:13])[CH:7]=2)[CH:3]=1. The catalyst class is: 5. (2) Reactant: [OH:1][C@@H:2]([CH2:29][CH:30]([CH3:32])[CH3:31])[C:3]([N:5]1[CH2:10][CH2:9][N:8]([C:11]2[C:20]3[C:15](=[CH:16][C:17]([CH3:21])=[CH:18][CH:19]=3)[N:14]=[C:13]([C:22]3[CH:27]=[CH:26][CH:25]=[CH:24][C:23]=3[OH:28])[N:12]=2)[CH2:7][CH2:6]1)=[O:4].[ClH:33].CCOCC. Product: [ClH:33].[OH:1][C@@H:2]([CH2:29][CH:30]([CH3:32])[CH3:31])[C:3]([N:5]1[CH2:10][CH2:9][N:8]([C:11]2[C:20]3[C:15](=[CH:16][C:17]([CH3:21])=[CH:18][CH:19]=3)[N:14]=[C:13]([C:22]3[CH:27]=[CH:26][CH:25]=[CH:24][C:23]=3[OH:28])[N:12]=2)[CH2:7][CH2:6]1)=[O:4]. The catalyst class is: 2. (3) Reactant: [Cl:1][C:2]1[C:3]([CH:9](O)[C:10]2[CH:15]=[CH:14][C:13]([O:16][CH3:17])=[CH:12][CH:11]=2)=[C:4]([OH:8])[CH:5]=[CH:6][CH:7]=1.C([SiH](CC)CC)C.C(=O)([O-])O.[Na+]. Product: [Cl:1][C:2]1[C:3]([CH2:9][C:10]2[CH:15]=[CH:14][C:13]([O:16][CH3:17])=[CH:12][CH:11]=2)=[C:4]([OH:8])[CH:5]=[CH:6][CH:7]=1. The catalyst class is: 10. (4) The catalyst class is: 19. Product: [CH3:1][O:2][C:3]([C:5]1[CH:6]=[C:7]([CH:11]2[CH2:15][CH2:14][N:13]([C:16]([O:18][C:19]([CH3:22])([CH3:21])[CH3:20])=[O:17])[CH2:12]2)[CH:8]=[CH:9][CH:10]=1)=[O:4]. Reactant: [CH3:1][O:2][C:3]([C:5]1[CH:6]=[C:7]([C:11]2[CH2:12][N:13]([C:16]([O:18][C:19]([CH3:22])([CH3:21])[CH3:20])=[O:17])[CH2:14][CH:15]=2)[CH:8]=[CH:9][CH:10]=1)=[O:4]. (5) Reactant: Br[C:2]1[CH:11]=[C:10]2[C:5]([C:6]([Cl:12])=[CH:7][CH:8]=[N:9]2)=[C:4]([CH3:13])[CH:3]=1.CC1(C)C2C(=C(P(C3C=CC=CC=3)C3C=CC=CC=3)C=CC=2)OC2C(P(C3C=CC=CC=3)C3C=CC=CC=3)=CC=CC1=2.CCN(C(C)C)C(C)C.[CH2:65]([SH:72])[C:66]1[CH:71]=[CH:70][CH:69]=[CH:68][CH:67]=1. Product: [CH2:65]([S:72][C:2]1[CH:11]=[C:10]2[C:5]([C:6]([Cl:12])=[CH:7][CH:8]=[N:9]2)=[C:4]([CH3:13])[CH:3]=1)[C:66]1[CH:71]=[CH:70][CH:69]=[CH:68][CH:67]=1. The catalyst class is: 102. (6) Reactant: [Cl:1][C:2]1[CH:7]=[CH:6][C:5]([CH2:8][CH:9]([CH:11]2[CH2:16][CH2:15][O:14][CH2:13][CH2:12]2)[NH2:10])=[CH:4][C:3]=1[O:17][CH2:18][CH2:19][CH2:20][O:21][CH3:22].[CH:23](O)=[O:24]. Product: [Cl:1][C:2]1[CH:7]=[CH:6][C:5]([CH2:8][CH:9]([NH:10][CH:23]=[O:24])[CH:11]2[CH2:16][CH2:15][O:14][CH2:13][CH2:12]2)=[CH:4][C:3]=1[O:17][CH2:18][CH2:19][CH2:20][O:21][CH3:22]. The catalyst class is: 12. (7) Reactant: [CH3:1][C:2]1[CH:7]=[C:6]([CH3:8])[CH:5]=[C:4]([CH3:9])[C:3]=1[N:10]=[C:11]=[O:12].[NH2:13][C:14]1[CH:19]=[C:18]([F:20])[CH:17]=[CH:16][C:15]=1[C:21]([NH:23][C@H:24]([C:32]([O:34][CH3:35])=[O:33])[C@@H:25]([CH3:31])[O:26][C:27]([CH3:30])([CH3:29])[CH3:28])=[O:22].CCCCCC.C(OCC)(=O)C. Product: [CH3:30][C:27]([O:26][C@H:25]([CH3:31])[C@@H:24]([C:32]([O:34][CH3:35])=[O:33])[NH:23][C:21]([C:15]1[CH:16]=[CH:17][C:18]([F:20])=[CH:19][C:14]=1[NH:13][C:11]([NH:10][C:3]1[C:2]([CH3:1])=[CH:7][C:6]([CH3:8])=[CH:5][C:4]=1[CH3:9])=[O:12])=[O:22])([CH3:28])[CH3:29]. The catalyst class is: 17. (8) Reactant: [H-].[Al+3].[Li+].[H-].[H-].[H-].[F:7][C:8]1[CH:13]=[CH:12][CH:11]=[CH:10][C:9]=1[S:14][CH2:15][C@@H:16]([C:18](OC)=[O:19])[NH2:17].S([O-])([O-])(=O)=O.[Na+].[Na+]. Product: [NH2:17][C@@H:16]([CH2:15][S:14][C:9]1[CH:10]=[CH:11][CH:12]=[CH:13][C:8]=1[F:7])[CH2:18][OH:19]. The catalyst class is: 20.